From a dataset of Merck oncology drug combination screen with 23,052 pairs across 39 cell lines. Regression. Given two drug SMILES strings and cell line genomic features, predict the synergy score measuring deviation from expected non-interaction effect. Drug 1: O=S1(=O)NC2(CN1CC(F)(F)F)C1CCC2Cc2cc(C=CCN3CCC(C(F)(F)F)CC3)ccc2C1. Drug 2: Cn1c(=O)n(-c2ccc(C(C)(C)C#N)cc2)c2c3cc(-c4cnc5ccccc5c4)ccc3ncc21. Cell line: DLD1. Synergy scores: synergy=11.9.